From a dataset of Peptide-MHC class I binding affinity with 185,985 pairs from IEDB/IMGT. Regression. Given a peptide amino acid sequence and an MHC pseudo amino acid sequence, predict their binding affinity value. This is MHC class I binding data. (1) The peptide sequence is GRWMLPQGM. The MHC is HLA-B73:01 with pseudo-sequence HLA-B73:01. The binding affinity (normalized) is 0.0847. (2) The MHC is HLA-A03:01 with pseudo-sequence HLA-A03:01. The peptide sequence is MTLDDLAIK. The binding affinity (normalized) is 0.369. (3) The peptide sequence is VEYHYTFYI. The MHC is HLA-B83:01 with pseudo-sequence HLA-B83:01. The binding affinity (normalized) is 0.213. (4) The peptide sequence is HLSGWELAK. The MHC is HLA-B27:03 with pseudo-sequence HLA-B27:03. The binding affinity (normalized) is 0.0847.